Dataset: NCI-60 drug combinations with 297,098 pairs across 59 cell lines. Task: Regression. Given two drug SMILES strings and cell line genomic features, predict the synergy score measuring deviation from expected non-interaction effect. (1) Drug 1: CS(=O)(=O)C1=CC(=C(C=C1)C(=O)NC2=CC(=C(C=C2)Cl)C3=CC=CC=N3)Cl. Drug 2: CC(CN1CC(=O)NC(=O)C1)N2CC(=O)NC(=O)C2. Cell line: U251. Synergy scores: CSS=28.4, Synergy_ZIP=-9.41, Synergy_Bliss=-2.28, Synergy_Loewe=-1.77, Synergy_HSA=-0.390. (2) Drug 1: CNC(=O)C1=CC=CC=C1SC2=CC3=C(C=C2)C(=NN3)C=CC4=CC=CC=N4. Drug 2: CC1=CC=C(C=C1)C2=CC(=NN2C3=CC=C(C=C3)S(=O)(=O)N)C(F)(F)F. Cell line: BT-549. Synergy scores: CSS=-2.19, Synergy_ZIP=1.22, Synergy_Bliss=-0.113, Synergy_Loewe=-1.75, Synergy_HSA=-1.79. (3) Drug 1: CC1OCC2C(O1)C(C(C(O2)OC3C4COC(=O)C4C(C5=CC6=C(C=C35)OCO6)C7=CC(=C(C(=C7)OC)O)OC)O)O. Drug 2: C1C(C(OC1N2C=NC(=NC2=O)N)CO)O. Cell line: U251. Synergy scores: CSS=56.6, Synergy_ZIP=3.98, Synergy_Bliss=4.53, Synergy_Loewe=-1.89, Synergy_HSA=4.80. (4) Drug 1: CC12CCC(CC1=CCC3C2CCC4(C3CC=C4C5=CN=CC=C5)C)O. Drug 2: C1CCC(C1)C(CC#N)N2C=C(C=N2)C3=C4C=CNC4=NC=N3. Cell line: U251. Synergy scores: CSS=5.80, Synergy_ZIP=-2.42, Synergy_Bliss=-2.46, Synergy_Loewe=-4.10, Synergy_HSA=-2.14. (5) Drug 1: CNC(=O)C1=CC=CC=C1SC2=CC3=C(C=C2)C(=NN3)C=CC4=CC=CC=N4. Synergy scores: CSS=49.0, Synergy_ZIP=7.01, Synergy_Bliss=7.25, Synergy_Loewe=-43.0, Synergy_HSA=5.96. Drug 2: CC1=C2C(C(=O)C3(C(CC4C(C3C(C(C2(C)C)(CC1OC(=O)C(C(C5=CC=CC=C5)NC(=O)C6=CC=CC=C6)O)O)OC(=O)C7=CC=CC=C7)(CO4)OC(=O)C)O)C)OC(=O)C. Cell line: SK-OV-3.